Dataset: Full USPTO retrosynthesis dataset with 1.9M reactions from patents (1976-2016). Task: Predict the reactants needed to synthesize the given product. (1) Given the product [CH2:1]([C:3]1([CH2:10][CH3:11])[C:7](=[O:8])[NH:20][C:17]2[CH:18]=[CH:19][C:14]([O:13][CH3:12])=[CH:15][C:16]=2[NH:21][C:4]1=[O:5])[CH3:2], predict the reactants needed to synthesize it. The reactants are: [CH2:1]([C:3]([CH2:10][CH3:11])([C:7](Cl)=[O:8])[C:4](Cl)=[O:5])[CH3:2].[CH3:12][O:13][C:14]1[CH:19]=[CH:18][C:17]([NH2:20])=[C:16]([NH2:21])[CH:15]=1.C(N(CC)CC)C. (2) Given the product [NH2:1][C:2]1[N:7]=[C:6]([CH2:8][OH:9])[CH:5]=[N:4][C:3]=1[C:12]1[CH:17]=[C:16]([O:18][CH3:19])[CH:15]=[CH:14][C:13]=1[F:20], predict the reactants needed to synthesize it. The reactants are: [NH2:1][C:2]1[N:7]=[C:6]([C:8](OC)=[O:9])[CH:5]=[N:4][C:3]=1[C:12]1[CH:17]=[C:16]([O:18][CH3:19])[CH:15]=[CH:14][C:13]=1[F:20].[H-].[H-].[H-].[H-].[Li+].[Al+3].